Dataset: Forward reaction prediction with 1.9M reactions from USPTO patents (1976-2016). Task: Predict the product of the given reaction. (1) The product is: [CH2:1]([O:3][C:4]([C@H:5]1[C@H:6]([C:7]([O:9][CH2:10][CH3:11])=[O:8])[CH2:21][N:20]([CH2:13][C:14]2[CH:15]=[CH:16][CH:17]=[CH:18][CH:19]=2)[CH2:25]1)=[O:12])[CH3:2]. Given the reactants [CH2:1]([O:3][C:4](=[O:12])/[CH:5]=[CH:6]/[C:7]([O:9][CH2:10][CH3:11])=[O:8])[CH3:2].[CH2:13]([NH:20][CH2:21]C(O)=O)[C:14]1[CH:19]=[CH:18][CH:17]=[CH:16][CH:15]=1.[CH2:25]=O, predict the reaction product. (2) The product is: [CH3:12][C:8]1[C:7]([CH3:13])=[C:6]([F:5])[CH:11]=[CH:10][C:9]=1[N+:1]([O-:4])=[O:2]. Given the reactants [N+:1]([O-:4])(O)=[O:2].[F:5][C:6]1[C:7]([CH3:13])=[C:8]([CH3:12])[CH:9]=[CH:10][CH:11]=1, predict the reaction product. (3) The product is: [F:1][C:2]1[CH:3]=[CH:4][C:5]([CH2:6][N:7]([CH3:13])[CH2:8]/[CH:9]=[CH:10]/[CH2:11][NH:12][C:29]([NH:28][C:24]2[CH:25]=[CH:26][CH:27]=[C:22]([C:21]3[N:17]([CH3:16])[N:18]=[N:19][N:20]=3)[CH:23]=2)=[O:30])=[CH:14][CH:15]=1. Given the reactants [F:1][C:2]1[CH:15]=[CH:14][C:5]([CH2:6][N:7]([CH3:13])[CH2:8]/[CH:9]=[CH:10]/[CH2:11][NH2:12])=[CH:4][CH:3]=1.[CH3:16][N:17]1[C:21]([C:22]2[CH:23]=[C:24]([NH:28][C:29](=O)[O:30]C3C=CC=CC=3)[CH:25]=[CH:26][CH:27]=2)=[N:20][N:19]=[N:18]1, predict the reaction product. (4) Given the reactants Br[C:2]1[CH:7]=[C:6]([C:8]([F:11])([F:10])[F:9])[CH:5]=[C:4]([S:12][CH2:13][CH3:14])[CH:3]=1.[B:15]1([B:15]2[O:19][C:18]([CH3:21])([CH3:20])[C:17]([CH3:23])([CH3:22])[O:16]2)[O:19][C:18]([CH3:21])([CH3:20])[C:17]([CH3:23])([CH3:22])[O:16]1.C(Cl)Cl.C([O-])(=O)C.[K+], predict the reaction product. The product is: [CH2:13]([S:12][C:4]1[CH:3]=[C:2]([B:15]2[O:19][C:18]([CH3:21])([CH3:20])[C:17]([CH3:23])([CH3:22])[O:16]2)[CH:7]=[C:6]([C:8]([F:11])([F:10])[F:9])[CH:5]=1)[CH3:14]. (5) Given the reactants [CH3:1][C:2]1[C:7]([OH:8])=[C:6]([O:9][CH3:10])[C:5]([O:11][CH3:12])=[C:4](O)[CH:3]=1.COS([O:19][CH3:20])(=O)=O.[CH3:21]C(C)=O, predict the reaction product. The product is: [CH3:21][O:8][C:7]1[C:6]([O:9][CH3:10])=[C:5]([O:11][CH3:12])[C:4]([O:19][CH3:20])=[CH:3][C:2]=1[CH3:1]. (6) Given the reactants [Cl:1][CH2:2][CH2:3][CH2:4][C:5](Cl)=[O:6].[NH2:8][C:9]1[CH:10]=[C:11]([CH:24]=[CH:25][CH:26]=1)[CH2:12][C:13]1[C:22]2[C:17](=[CH:18][CH:19]=[CH:20][CH:21]=2)[C:16](=[O:23])[NH:15][N:14]=1.C(N(CC)CC)C, predict the reaction product. The product is: [Cl:1][CH2:2][CH2:3][CH2:4][C:5]([NH:8][C:9]1[CH:26]=[CH:25][CH:24]=[C:11]([CH2:12][C:13]2[C:22]3[C:17](=[CH:18][CH:19]=[CH:20][CH:21]=3)[C:16](=[O:23])[NH:15][N:14]=2)[CH:10]=1)=[O:6]. (7) Given the reactants Br[C:2]1[CH:3]=[C:4]([CH:7]=[CH:8][CH:9]=1)[CH:5]=[O:6].[CH3:10][O:11][C:12]1[N:17]=[C:16](B2OC(C)(C)C(C)(C)O2)[CH:15]=[CH:14][CH:13]=1, predict the reaction product. The product is: [CH3:10][O:11][C:12]1[N:17]=[C:16]([C:2]2[CH:3]=[C:4]([CH:7]=[CH:8][CH:9]=2)[CH:5]=[O:6])[CH:15]=[CH:14][CH:13]=1. (8) Given the reactants [NH2:1][C:2]1[CH:22]=[CH:21][C:5]([CH2:6][N:7]([CH:15]2[CH2:20][CH2:19][CH2:18][CH2:17][CH2:16]2)[C:8]([C:10]2[O:11][CH:12]=[CH:13][CH:14]=2)=[O:9])=[CH:4][CH:3]=1.C(OC([NH:30][CH2:31][CH2:32][CH2:33][CH2:34][C@H:35]([NH:39]C(OCC1C2C=CC=CC=2C2C1=CC=CC=2)=O)[C:36](O)=[O:37])=O)(C)(C)C.[N:57]([C:60]1[C:69]2[C:64](=[CH:65][CH:66]=[CH:67][CH:68]=2)[CH:63]=[CH:62][CH:61]=1)=[C:58]=[O:59], predict the reaction product. The product is: [NH2:30][CH2:31][CH2:32][CH2:33][CH2:34][C@H:35]([NH:39][C:58]([NH:57][C:60]1[C:69]2[C:64](=[CH:65][CH:66]=[CH:67][CH:68]=2)[CH:63]=[CH:62][CH:61]=1)=[O:59])[C:36]([NH:1][C:2]1[CH:3]=[CH:4][C:5]([CH2:6][N:7]([CH:15]2[CH2:20][CH2:19][CH2:18][CH2:17][CH2:16]2)[C:8]([C:10]2[O:11][CH:12]=[CH:13][CH:14]=2)=[O:9])=[CH:21][CH:22]=1)=[O:37]. (9) Given the reactants [C:1]([C:3]1[C:7](=[C:8]([C:11]#[N:12])[C:9]#[N:10])[N:6]([CH2:13][CH2:14][CH2:15][CH2:16][CH2:17][CH3:18])[C:5](=[O:19])[C:4]=1[C:20]1[CH:25]=[CH:24][C:23]([N:26]([CH2:36][CH:37]([CH2:42][CH3:43])[CH2:38][CH2:39][CH2:40][CH3:41])[CH2:27][CH2:28][CH2:29][CH2:30][CH2:31][C:32]([O:34]C)=[O:33])=[CH:22][CH:21]=1)#[N:2].O1CCCC1.Cl.S([O-])([O-])(=O)=O.[Na+].[Na+], predict the reaction product. The product is: [C:1]([C:3]1[C:7](=[C:8]([C:11]#[N:12])[C:9]#[N:10])[N:6]([CH2:13][CH2:14][CH2:15][CH2:16][CH2:17][CH3:18])[C:5](=[O:19])[C:4]=1[C:20]1[CH:21]=[CH:22][C:23]([N:26]([CH2:36][CH:37]([CH2:42][CH3:43])[CH2:38][CH2:39][CH2:40][CH3:41])[CH2:27][CH2:28][CH2:29][CH2:30][CH2:31][C:32]([OH:34])=[O:33])=[CH:24][CH:25]=1)#[N:2].